Dataset: Forward reaction prediction with 1.9M reactions from USPTO patents (1976-2016). Task: Predict the product of the given reaction. (1) Given the reactants [CH3:1][CH:2]([C:4]1[N:8]([CH2:9][CH2:10][C@@H:11]([OH:19])[CH2:12][C@@H:13]([OH:18])[CH2:14][C:15]([OH:17])=[O:16])[C:7]([C:20]2[CH:21]=[CH:22][C:23]([F:26])=[CH:24][CH:25]=2)=[C:6]([C:27]2[CH:28]=[CH:29][CH:30]=[CH:31][CH:32]=2)[C:5]=1[C:33]([NH:35][C:36]1[CH:37]=[CH:38][CH:39]=[CH:40][CH:41]=1)=[O:34])[CH3:3], predict the reaction product. The product is: [CH3:3][CH:2]([C:4]1[N:8]([CH2:9][CH2:10][C@@H:11]([OH:19])[CH2:12][C@@H:13]([OH:18])[CH2:14][C:15]([OH:17])=[O:16])[C:7]([C:20]2[CH:25]=[CH:24][C:23]([F:26])=[CH:22][CH:21]=2)=[C:6]([C:27]2[CH:32]=[CH:31][CH:30]=[CH:29][CH:28]=2)[C:5]=1[C:33]([NH:35][C:36]1[CH:41]=[CH:40][CH:39]=[CH:38][CH:37]=1)=[O:34])[CH3:1].[CH2:9]([NH:8][CH2:7][CH2:6][C:27]1[CH:32]=[CH:31][CH:30]=[CH:29][CH:28]=1)[C:10]1[CH:11]=[CH:12][CH:13]=[CH:14][CH:15]=1. (2) Given the reactants [F:1][C:2]1[CH:8]=[C:7]([CH3:9])[CH:6]=[CH:5][C:3]=1[NH2:4].[F:10][CH:11]([F:26])[S:12]([C:15]1[CH:16]=[CH:17][C:18]([O:24][CH3:25])=[C:19]([N:21]=[C:22]=[O:23])[CH:20]=1)(=[O:14])=[O:13], predict the reaction product. The product is: [CH3:25][O:24][C:18]1[CH:17]=[CH:16][C:15]([S:12]([CH:11]([F:26])[F:10])(=[O:14])=[O:13])=[CH:20][C:19]=1[NH:21][C:22]([NH:4][C:3]1[CH:5]=[CH:6][C:7]([CH3:9])=[CH:8][C:2]=1[F:1])=[O:23]. (3) Given the reactants [NH2:1][C:2]1[CH:3]=[CH:4][C:5]([C:8]2[CH:13]=[CH:12][C:11]([C:14]34[CH2:22][CH2:21][C:17]([CH2:23][OH:24])([CH2:18][CH:19]3Br)[CH2:16][O:15]4)=[CH:10][CH:9]=2)=[N:6][CH:7]=1.CC(N=NC(C#N)(C)C)(C#N)C.CCCC[SnH](CCCC)CCCC, predict the reaction product. The product is: [NH2:1][C:2]1[CH:3]=[CH:4][C:5]([C:8]2[CH:9]=[CH:10][C:11]([C:14]34[CH2:22][CH2:21][C:17]([CH2:23][OH:24])([CH2:18][CH2:19]3)[CH2:16][O:15]4)=[CH:12][CH:13]=2)=[N:6][CH:7]=1. (4) Given the reactants [Li+].[OH-].[F:3][C:4]([F:33])([F:32])[C:5]1[N:10]=[CH:9][C:8]([NH:11][C:12](=[O:31])[NH:13][C@@H:14]2[CH2:19][CH2:18][N:17]([C:20]([O:22][C:23]([CH3:26])([CH3:25])[CH3:24])=[O:21])[C@@H:16]([C:27]([O:29]C)=[O:28])[CH2:15]2)=[CH:7][CH:6]=1.Cl, predict the reaction product. The product is: [C:23]([O:22][C:20]([N:17]1[CH2:18][CH2:19][C@@H:14]([NH:13][C:12]([NH:11][C:8]2[CH:9]=[N:10][C:5]([C:4]([F:32])([F:33])[F:3])=[CH:6][CH:7]=2)=[O:31])[CH2:15][C@@H:16]1[C:27]([OH:29])=[O:28])=[O:21])([CH3:26])([CH3:24])[CH3:25]. (5) Given the reactants [Br:1][C:2]1[CH:12]=[CH:11][C:10]([S:13]([NH:16][C:17]2[N:18]=[CH:19][C:20]3[C:25]([C:26]=2[CH:27]2[CH2:29][CH2:28]2)=[CH:24][CH:23]=[CH:22][CH:21]=3)(=[O:15])=[O:14])=[CH:9][C:3]=1[C:4]([O:6][CH2:7][CH3:8])=[O:5].C(=O)([O-])[O-].[K+].[K+].[F:36][C:37]([F:48])([F:47])[O:38][C:39]1[CH:46]=[CH:45][C:42]([CH2:43]Br)=[CH:41][CH:40]=1.C(OCC)(=O)C, predict the reaction product. The product is: [Br:1][C:2]1[CH:12]=[CH:11][C:10]([S:13]([N:16]([C:17]2[N:18]=[CH:19][C:20]3[C:25]([C:26]=2[CH:27]2[CH2:28][CH2:29]2)=[CH:24][CH:23]=[CH:22][CH:21]=3)[CH2:43][C:42]2[CH:45]=[CH:46][C:39]([O:38][C:37]([F:36])([F:47])[F:48])=[CH:40][CH:41]=2)(=[O:15])=[O:14])=[CH:9][C:3]=1[C:4]([O:6][CH2:7][CH3:8])=[O:5].